Predict the reactants needed to synthesize the given product. From a dataset of Full USPTO retrosynthesis dataset with 1.9M reactions from patents (1976-2016). (1) Given the product [Cl:17][C:6]1[CH:7]=[C:8]([N:10]([CH3:18])[C:11]2[CH:16]=[N:15][CH:14]=[N:13][CH:12]=2)[CH:9]=[C:4]([Cl:3])[N:5]=1, predict the reactants needed to synthesize it. The reactants are: [H-].[Na+].[Cl:3][C:4]1[CH:9]=[C:8]([NH:10][C:11]2[CH:12]=[N:13][CH:14]=[N:15][CH:16]=2)[CH:7]=[C:6]([Cl:17])[N:5]=1.[CH3:18]I. (2) Given the product [CH2:1]([O:3][N:4]=[C:5]([C:8]1[CH:9]=[CH:10][C:11]([S:14]([NH:17][CH2:18][C:19]2[CH:20]=[CH:21][N:22]=[CH:23][CH:24]=2)(=[O:15])=[O:16])=[CH:12][CH:13]=1)[CH3:6])[CH3:2], predict the reactants needed to synthesize it. The reactants are: [CH2:1]([O:3][NH2:4])[CH3:2].[C:5]([C:8]1[CH:13]=[CH:12][C:11]([S:14]([NH:17][CH2:18][C:19]2[CH:24]=[CH:23][N:22]=[CH:21][CH:20]=2)(=[O:16])=[O:15])=[CH:10][CH:9]=1)(=O)[CH3:6].Cl.C([O-])(O)=O.[Na+]. (3) Given the product [Br:17][C:18]1[C:19]([F:28])=[C:20]([C:24]([O:26][CH3:27])=[O:25])[S:21][C:22]=1[C:5]1[CH:6]=[CH:7][C:8]([O:9][CH2:10][CH:11]([CH3:13])[CH3:12])=[C:3]([C:1]#[N:2])[CH:4]=1, predict the reactants needed to synthesize it. The reactants are: [C:1]([C:3]1[CH:4]=[C:5](B(O)O)[CH:6]=[CH:7][C:8]=1[O:9][CH2:10][CH:11]([CH3:13])[CH3:12])#[N:2].[Br:17][C:18]1[C:19]([F:28])=[C:20]([C:24]([O:26][CH3:27])=[O:25])[S:21][C:22]=1Br.